This data is from Full USPTO retrosynthesis dataset with 1.9M reactions from patents (1976-2016). The task is: Predict the reactants needed to synthesize the given product. (1) Given the product [CH3:9][O:8][C:5]1[CH:6]=[CH:7][C:2]([C:11]([F:16])([F:10])[C:12]([F:15])([F:14])[F:13])=[CH:3][CH:4]=1, predict the reactants needed to synthesize it. The reactants are: I[C:2]1[CH:7]=[CH:6][C:5]([O:8][CH3:9])=[CH:4][CH:3]=1.[F:10][C:11]([Si](C)(C)C)([F:16])[C:12]([F:15])([F:14])[F:13].[F-].[K+].N. (2) Given the product [NH:28]1[CH2:29][CH2:34][CH2:33][CH2:32][CH:31]1[CH2:30][NH:26][C:21]([C:17]1[C:16]([CH3:24])=[C:15]([CH:13]=[O:14])[NH:19][C:18]=1[CH3:20])=[O:23], predict the reactants needed to synthesize it. The reactants are: Cl.C(N=C=NCCCN(C)C)C.[CH:13]([C:15]1[NH:19][C:18]([CH3:20])=[C:17]([C:21]([OH:23])=O)[C:16]=1[CH3:24])=[O:14].O[N:26]1[C:30]2[CH:31]=[CH:32][CH:33]=[CH:34][C:29]=2[N:28]=N1.N1CCCCC1NC. (3) Given the product [NH:43]1[C:44]2[C:40](=[C:39]([C:2]3[N:3]=[C:4]([N:13]4[CH2:18][CH2:17][O:16][CH2:15][CH2:14]4)[C:5]4[S:10][C:9]([CH2:11][NH:12][C:28](=[O:29])[CH2:27][C:23]5[CH:24]=[CH:25][CH:26]=[C:21]([O:20][CH3:19])[CH:22]=5)=[CH:8][C:6]=4[N:7]=3)[CH:47]=[CH:46][CH:45]=2)[CH:41]=[N:42]1, predict the reactants needed to synthesize it. The reactants are: Cl[C:2]1[N:3]=[C:4]([N:13]2[CH2:18][CH2:17][O:16][CH2:15][CH2:14]2)[C:5]2[S:10][C:9]([CH2:11][NH2:12])=[CH:8][C:6]=2[N:7]=1.[CH3:19][O:20][C:21]1[CH:22]=[C:23]([CH2:27][C:28](Cl)=[O:29])[CH:24]=[CH:25][CH:26]=1.CC1(C)C(C)(C)OB([C:39]2[CH:47]=[CH:46][CH:45]=[C:44]3[C:40]=2[CH:41]=[N:42][NH:43]3)O1. (4) Given the product [Cl:1][C:2]1[N:3]=[CH:4][N:5]=[C:6]([N:8]2[CH2:13][C@@H:12]([CH3:14])[N:11]([C:25](=[O:27])[CH3:26])[C@@H:10]([CH3:15])[CH2:9]2)[CH:7]=1, predict the reactants needed to synthesize it. The reactants are: [Cl:1][C:2]1[CH:7]=[C:6]([N:8]2[CH2:13][C@@H:12]([CH3:14])[NH:11][C@@H:10]([CH3:15])[CH2:9]2)[N:5]=[CH:4][N:3]=1.CCN(C(C)C)C(C)C.[C:25](Cl)(=[O:27])[CH3:26].C([O-])(O)=O.[Na+]. (5) Given the product [CH3:1][O:2][C:3]([CH2:5][CH2:6][C:7]1[CH:15]=[CH:14][C:10]([C:11]([OH:13])=[O:12])=[CH:9][CH:8]=1)=[O:4], predict the reactants needed to synthesize it. The reactants are: [CH3:1][O:2][C:3]([CH:5]=[CH:6][C:7]1[CH:15]=[CH:14][C:10]([C:11]([OH:13])=[O:12])=[CH:9][CH:8]=1)=[O:4].[H][H].